This data is from Forward reaction prediction with 1.9M reactions from USPTO patents (1976-2016). The task is: Predict the product of the given reaction. (1) Given the reactants [CH3:1][C@H:2]1[CH2:7][NH:6][C@H:5]([CH3:8])[CH2:4][N:3]1[C:9]([O:11][CH2:12][C:13]1[CH:18]=[CH:17][CH:16]=[CH:15][CH:14]=1)=[O:10].C=O.[C:21](O[BH-](OC(=O)C)OC(=O)C)(=O)C.[Na+], predict the reaction product. The product is: [CH3:1][C@H:2]1[CH2:7][N:6]([CH3:21])[C@H:5]([CH3:8])[CH2:4][N:3]1[C:9]([O:11][CH2:12][C:13]1[CH:18]=[CH:17][CH:16]=[CH:15][CH:14]=1)=[O:10]. (2) Given the reactants [CH:1]1([O:6][C:7](=[O:54])[C@@H:8]([NH:46]C(OC(C)(C)C)=O)[CH2:9][CH2:10][N:11]2[CH2:15][CH2:14][CH2:13][CH:12]2[CH2:16][O:17][C:18]2[CH:27]=[C:26]3[C:21]([C:22]([O:28][C:29]4[CH:34]=[CH:33][C:32]([NH:35][C:36](=[O:43])[C:37]5[CH:42]=[CH:41][CH:40]=[CH:39][CH:38]=5)=[CH:31][CH:30]=4)=[CH:23][CH:24]=[N:25]3)=[CH:20][C:19]=2[O:44][CH3:45])[CH2:5][CH2:4][CH2:3][CH2:2]1.Cl, predict the reaction product. The product is: [CH:1]1([O:6][C:7](=[O:54])[C@@H:8]([NH2:46])[CH2:9][CH2:10][N:11]2[CH2:15][CH2:14][CH2:13][CH:12]2[CH2:16][O:17][C:18]2[CH:27]=[C:26]3[C:21]([C:22]([O:28][C:29]4[CH:30]=[CH:31][C:32]([NH:35][C:36](=[O:43])[C:37]5[CH:38]=[CH:39][CH:40]=[CH:41][CH:42]=5)=[CH:33][CH:34]=4)=[CH:23][CH:24]=[N:25]3)=[CH:20][C:19]=2[O:44][CH3:45])[CH2:2][CH2:3][CH2:4][CH2:5]1. (3) Given the reactants C[O:2][C:3]1[CH:8]=[CH:7][C:6]([C:9]2[C:17]3[C:12](=[C:13]([CH3:18])[CH:14]=[CH:15][CH:16]=3)[N:11]([CH2:19][CH2:20][CH2:21][CH2:22][CH3:23])[N:10]=2)=[CH:5][CH:4]=1.B(Br)(Br)Br.C1CCCCC=1, predict the reaction product. The product is: [CH3:18][C:13]1[CH:14]=[CH:15][CH:16]=[C:17]2[C:12]=1[N:11]([CH2:19][CH2:20][CH2:21][CH2:22][CH3:23])[N:10]=[C:9]2[C:6]1[CH:7]=[CH:8][C:3]([OH:2])=[CH:4][CH:5]=1. (4) Given the reactants [CH3:1][O:2][C:3]([C:5]1[S:9][C:8]([C:10]2[N:11]([C:15]([O:17][C:18]([CH3:21])([CH3:20])[CH3:19])=[O:16])[CH:12]=[CH:13][CH:14]=2)=[CH:7][CH:6]=1)=[O:4].[H][H], predict the reaction product. The product is: [CH3:1][O:2][C:3]([C:5]1[S:9][C:8]([CH:10]2[CH2:14][CH2:13][CH2:12][N:11]2[C:15]([O:17][C:18]([CH3:21])([CH3:20])[CH3:19])=[O:16])=[CH:7][CH:6]=1)=[O:4]. (5) The product is: [Cl:5][C:6]1[CH:7]=[CH:8][C:9]2[N:15]([CH2:16][C:17]([CH3:19])([CH3:18])[CH3:20])[C:14](=[O:21])[C@@H:13]([CH2:22][C:23]#[N:25])[O:12][C@H:11]([C:26]3[CH:31]=[CH:30][CH:29]=[C:28]([O:32][CH3:33])[C:27]=3[O:34][CH3:35])[C:10]=2[CH:36]=1. Given the reactants C(Br)C=C.[Cl:5][C:6]1[CH:7]=[CH:8][C:9]2[N:15]([CH2:16][C:17]([CH3:20])([CH3:19])[CH3:18])[C:14](=[O:21])[C@@H:13]([CH2:22][C:23]([NH2:25])=O)[O:12][C@H:11]([C:26]3[CH:31]=[CH:30][CH:29]=[C:28]([O:32][CH3:33])[C:27]=3[O:34][CH3:35])[C:10]=2[CH:36]=1, predict the reaction product. (6) Given the reactants [O:1]=[S:2]1(=[O:30])[CH2:7][CH2:6][N:5]([C:8]([N:10]2[CH2:15][CH:14]([C:16]3[CH:21]=[CH:20][C:19]([C:22]([F:25])([F:24])[F:23])=[CH:18][CH:17]=3)[CH2:13][CH:12]([C:26]([O:28]C)=[O:27])[CH2:11]2)=[O:9])[CH2:4][CH2:3]1.CC(C)([O-])C.[K+], predict the reaction product. The product is: [O:30]=[S:2]1(=[O:1])[CH2:3][CH2:4][N:5]([C:8]([N:10]2[CH2:15][CH:14]([C:16]3[CH:17]=[CH:18][C:19]([C:22]([F:25])([F:24])[F:23])=[CH:20][CH:21]=3)[CH2:13][CH:12]([C:26]([OH:28])=[O:27])[CH2:11]2)=[O:9])[CH2:6][CH2:7]1. (7) Given the reactants Br[C:2]1[S:3][C:4]2[C:5]([N:11]=1)=[N:6][CH:7]=[C:8]([Br:10])[N:9]=2.CCN(CC)CC.Cl.[NH2:20][CH2:21][C:22]([O:24][CH3:25])=[O:23], predict the reaction product. The product is: [Br:10][C:8]1[N:9]=[C:4]2[S:3][C:2]([NH:20][CH2:21][C:22]([O:24][CH3:25])=[O:23])=[N:11][C:5]2=[N:6][CH:7]=1. (8) Given the reactants [N+:1]([C:4]1[CH:5]=[N:6][CH:7]=[CH:8][C:9]=1[NH2:10])([O-:3])=[O:2].CC([O-])=O.[Na+].[Br:16]Br.C([O-])(O)=O.[Na+], predict the reaction product. The product is: [Br:16][C:8]1[CH:7]=[N:6][CH:5]=[C:4]([N+:1]([O-:3])=[O:2])[C:9]=1[NH2:10]. (9) Given the reactants [F:1][C:2]([F:15])([C:8]1[CH:13]=[CH:12][CH:11]=[C:10]([F:14])[CH:9]=1)[C:3]([O:5]CC)=[O:4].C(O)C.O.[OH-].[Li+], predict the reaction product. The product is: [F:15][C:2]([F:1])([C:8]1[CH:13]=[CH:12][CH:11]=[C:10]([F:14])[CH:9]=1)[C:3]([OH:5])=[O:4].